This data is from Forward reaction prediction with 1.9M reactions from USPTO patents (1976-2016). The task is: Predict the product of the given reaction. (1) Given the reactants [C:1]1([CH3:11])C=CC(S(O)(=O)=O)=CC=1.[OH:12][C@H:13]1[CH2:30][C@@:28]2([CH3:29])[C@@H:24]([CH2:25][CH2:26][C:27]2=[O:31])[C@H:23]2[C@H:14]1[C@@H:15]1[C:20]([CH2:21][CH2:22]2)=[CH:19][C:18](=[O:32])[CH2:17][CH2:16]1.N1C=CC=CC=1.C[OH:40].[C:41](OC(=O)C)(=[O:43])[CH3:42], predict the reaction product. The product is: [C:41]([O:32][C:18]1[CH2:17][CH2:16][C@H:15]2[C:20](=[CH:21][CH2:22][C@@H:23]3[C@@H:14]2[C@H:13]([O:12][C:1](=[O:40])[CH3:11])[CH2:30][C@@:28]2([CH3:29])[C@H:24]3[CH2:25][CH2:26][C:27]2=[O:31])[CH:19]=1)(=[O:43])[CH3:42]. (2) Given the reactants [O:1]=[C:2]1[CH:11]=[CH:10][C:9]2[C:4](=[CH:5][CH:6]=[N:7][CH:8]=2)[N:3]1[CH2:12][C:13]([OH:15])=O.[Br:16][C:17]1[C:18]([C:23]2[NH:27][N:26]=[CH:25][N:24]=2)=[C:19]([NH2:22])[S:20][CH:21]=1, predict the reaction product. The product is: [Br:16][C:17]1[C:18]([C:23]2[NH:27][N:26]=[CH:25][N:24]=2)=[C:19]([NH:22][C:13](=[O:15])[CH2:12][N:3]2[C:4]3[C:9](=[CH:8][N:7]=[CH:6][CH:5]=3)[CH:10]=[CH:11][C:2]2=[O:1])[S:20][CH:21]=1. (3) Given the reactants [NH2:1][C:2]1[CH:7]=[CH:6][C:5]([C:8]2[C:16]3[C:15]([NH2:17])=[N:14][CH:13]=[N:12][C:11]=3[S:10][C:9]=2[CH3:18])=[CH:4][CH:3]=1.N1C=CC=CC=1.[C:25](Cl)(=[O:32])[C:26]1[CH:31]=[CH:30][CH:29]=[CH:28][CH:27]=1, predict the reaction product. The product is: [NH2:17][C:15]1[C:16]2[C:8]([C:5]3[CH:4]=[CH:3][C:2]([NH:1][C:25](=[O:32])[C:26]4[CH:31]=[CH:30][CH:29]=[CH:28][CH:27]=4)=[CH:7][CH:6]=3)=[C:9]([CH3:18])[S:10][C:11]=2[N:12]=[CH:13][N:14]=1. (4) Given the reactants [O:1]([CH2:8][CH2:9][O:10][C:11]1[C:20]2[C:15](=[CH:16][CH:17]=[CH:18][CH:19]=2)[CH:14]=[CH:13][C:12]=1[C:21](O)=[O:22])[C:2]1[CH:7]=[CH:6][CH:5]=[CH:4][CH:3]=1.ON1C2C=CC=CC=2N=N1.Cl.C(N=C=NCCCN(C)C)C.C(N(CC)C(C)C)(C)C.Cl.[CH3:56][O:57][C:58](=[O:64])[C:59]([NH2:63])([CH3:62])[CH2:60][CH3:61], predict the reaction product. The product is: [CH3:56][O:57][C:58](=[O:64])[C:59]([CH3:62])([NH:63][C:21]([C:12]1[CH:13]=[CH:14][C:15]2[C:20](=[CH:19][CH:18]=[CH:17][CH:16]=2)[C:11]=1[O:10][CH2:9][CH2:8][O:1][C:2]1[CH:7]=[CH:6][CH:5]=[CH:4][CH:3]=1)=[O:22])[CH2:60][CH3:61]. (5) Given the reactants Br[C:2]1[C:3](=[O:13])[C:4]2[C:9]([C:10](=[O:12])[CH:11]=1)=[CH:8][CH:7]=[CH:6][CH:5]=2.[CH3:14][NH2:15], predict the reaction product. The product is: [CH3:14][NH:15][C:2]1[C:3](=[O:13])[C:4]2[C:9]([C:10](=[O:12])[CH:11]=1)=[CH:8][CH:7]=[CH:6][CH:5]=2. (6) Given the reactants [CH2:1]([O:3][C:4](=[O:20])[CH2:5][NH:6][C:7]1[CH:12]=[C:11]([CH:13]2[CH2:18][CH2:17][CH2:16][NH:15][CH2:14]2)[CH:10]=[CH:9][C:8]=1[CH3:19])[CH3:2].[F:21][C:22]([F:39])([F:38])[C:23]1[CH:37]=[CH:36][C:26]([CH2:27][O:28][C:29](N2C=CN=C2)=[O:30])=[CH:25][CH:24]=1, predict the reaction product. The product is: [F:21][C:22]([F:38])([F:39])[C:23]1[CH:37]=[CH:36][C:26]([CH2:27][O:28][C:29]([N:15]2[CH2:16][CH2:17][CH2:18][CH:13]([C:11]3[CH:10]=[CH:9][C:8]([CH3:19])=[C:7]([NH:6][CH2:5][C:4]([O:3][CH2:1][CH3:2])=[O:20])[CH:12]=3)[CH2:14]2)=[O:30])=[CH:25][CH:24]=1. (7) Given the reactants [NH2:1][C@@H:2]([CH2:25][C:26]1[CH:27]=[N:28][C:29]([C:32]([F:35])([F:34])[CH3:33])=[CH:30][CH:31]=1)[CH2:3][NH:4][C:5]1[S:6][C:7]([C:14]2[CH:15]=[C:16]3[C:21](=[CH:22][CH:23]=2)[CH:20]=[N:19][C:18]([F:24])=[CH:17]3)=[C:8]([C:10](OC)=[O:11])[N:9]=1.[BH4-].[Na+].CO, predict the reaction product. The product is: [NH2:1][C@@H:2]([CH2:25][C:26]1[CH:27]=[N:28][C:29]([C:32]([F:34])([F:35])[CH3:33])=[CH:30][CH:31]=1)[CH2:3][NH:4][C:5]1[S:6][C:7]([C:14]2[CH:15]=[C:16]3[C:21](=[CH:22][CH:23]=2)[CH:20]=[N:19][C:18]([F:24])=[CH:17]3)=[C:8]([CH2:10][OH:11])[N:9]=1.